This data is from Reaction yield outcomes from USPTO patents with 853,638 reactions. The task is: Predict the reaction yield, written as a fraction of the theoretical maximum amount of product (1.0 means a 100% yield; for example, 0.34 means a 34% yield). (1) The reactants are [CH2:1]([O:8][CH2:9][C:10]#[C:11][C:12](=[O:17])[C:13]([Cl:16])([Cl:15])[Cl:14])[C:2]1[CH:7]=[CH:6][CH:5]=[CH:4][CH:3]=1.[Cl:18][C:19]1[C:20]([NH:25][NH2:26])=[N:21][CH:22]=[CH:23][CH:24]=1. The catalyst is C(OC)(C)(C)C. The product is [CH2:1]([O:8][CH2:9][C:10]1[CH2:11][C:12]([C:13]([Cl:16])([Cl:15])[Cl:14])([OH:17])[N:25]([C:20]2[C:19]([Cl:18])=[CH:24][CH:23]=[CH:22][N:21]=2)[N:26]=1)[C:2]1[CH:3]=[CH:4][CH:5]=[CH:6][CH:7]=1. The yield is 0.940. (2) The reactants are [CH2:1]([O:8][C:9]1[CH:14]=[CH:13][N:12]=[C:11]([NH2:15])[CH:10]=1)[C:2]1[CH:7]=[CH:6][CH:5]=[CH:4][CH:3]=1.[Br:16]Br. The catalyst is C(O)(=O)C. The product is [CH2:1]([O:8][C:9]1[C:14]([Br:16])=[CH:13][N:12]=[C:11]([NH2:15])[CH:10]=1)[C:2]1[CH:3]=[CH:4][CH:5]=[CH:6][CH:7]=1. The yield is 0.423. (3) The reactants are C(O)(=O)C.Br.C(OP([N:14]1[CH2:27][CH2:26][N:25]([S:28]([C:31]2[CH:36]=[CH:35][CH:34]=[CH:33][C:32]=2[N+:37]([O-:39])=[O:38])(=[O:30])=[O:29])[CH2:24][CH2:23][CH2:22][CH:21]([F:40])[CH2:20][CH2:19][CH2:18][N:17]([S:41]([C:44]2[CH:49]=[CH:48][CH:47]=[CH:46][C:45]=2[N+:50]([O-:52])=[O:51])(=[O:43])=[O:42])[CH2:16][CH2:15]1)(=O)OCC)C. The catalyst is C(OCC)C. The product is [F:40][CH:21]1[CH2:22][CH2:23][CH2:24][N:25]([S:28]([C:31]2[CH:36]=[CH:35][CH:34]=[CH:33][C:32]=2[N+:37]([O-:39])=[O:38])(=[O:29])=[O:30])[CH2:26][CH2:27][NH:14][CH2:15][CH2:16][N:17]([S:41]([C:44]2[CH:49]=[CH:48][CH:47]=[CH:46][C:45]=2[N+:50]([O-:52])=[O:51])(=[O:42])=[O:43])[CH2:18][CH2:19][CH2:20]1. The yield is 1.00. (4) The reactants are [CH3:1][C:2]1[CH:11]=[CH:10][C:9]2[C:4](=[CH:5][CH:6]=[CH:7][C:8]=2[N:12]2[CH2:17][CH2:16][NH:15][CH2:14][CH2:13]2)[N:3]=1.Cl[CH2:19][C:20]([C:22]1[CH:23]=[C:24]([F:33])[C:25]2[O:30][CH2:29][C:28](=[O:31])[NH:27][C:26]=2[CH:32]=1)=[O:21]. No catalyst specified. The product is [F:33][C:24]1[C:25]2[O:30][CH2:29][C:28](=[O:31])[NH:27][C:26]=2[CH:32]=[C:22]([C:20](=[O:21])[CH2:19][N:15]2[CH2:16][CH2:17][N:12]([C:8]3[CH:7]=[CH:6][CH:5]=[C:4]4[C:9]=3[CH:10]=[CH:11][C:2]([CH3:1])=[N:3]4)[CH2:13][CH2:14]2)[CH:23]=1. The yield is 0.740. (5) The reactants are [O:1]1[CH2:6][CH2:5][N:4]([CH2:7][C:8]2[N:13]=[CH:12][C:11]([NH:14]C(=O)OC(C)(C)C)=[CH:10][CH:9]=2)[CH2:3][CH2:2]1.C(O)(C(F)(F)F)=O. The catalyst is C(Cl)Cl. The product is [O:1]1[CH2:6][CH2:5][N:4]([CH2:7][C:8]2[N:13]=[CH:12][C:11]([NH2:14])=[CH:10][CH:9]=2)[CH2:3][CH2:2]1. The yield is 0.560. (6) The reactants are [CH2:1]([O:8][C:9]1[CH:18]=[C:17]2[C:12]([C:13]([CH:21]([C:29]#[N:30])C(OC(C)(C)C)=O)=[C:14]([C:19]#[N:20])[CH:15]=[N:16]2)=[CH:11][C:10]=1[O:31][CH3:32])[C:2]1[CH:7]=[CH:6][CH:5]=[CH:4][CH:3]=1.[NH:33]1[CH:37]=[CH:36][N:35]=[CH:34]1.N1C=CC=CC=1.Cl. The catalyst is O. The product is [CH2:1]([O:8][C:9]1[C:10]([O:31][CH3:32])=[CH:11][C:12]2[C:13]3[C:14](=[C:19]([NH2:20])[N:30]=[C:29]([N:33]4[CH:37]=[CH:36][N:35]=[CH:34]4)[CH:21]=3)[CH:15]=[N:16][C:17]=2[CH:18]=1)[C:2]1[CH:3]=[CH:4][CH:5]=[CH:6][CH:7]=1. The yield is 0.800.